Dataset: Forward reaction prediction with 1.9M reactions from USPTO patents (1976-2016). Task: Predict the product of the given reaction. (1) Given the reactants [Cl:1][CH2:2][C:3]1[CH:8]=[CH:7][C:6]([C@H:9]([C:28]2[CH:33]=[CH:32][C:31]([Cl:34])=[CH:30][CH:29]=2)[N:10]2[CH2:13][C:12]([C@H:15]([C:20]3[CH:25]=[C:24]([F:26])[CH:23]=[C:22]([F:27])[CH:21]=3)[S:16]([CH3:19])(=[O:18])=[O:17])(O)[CH2:11]2)=[CH:5][CH:4]=1.CS(Cl)(=O)=O, predict the reaction product. The product is: [Cl:1][CH2:2][C:3]1[CH:8]=[CH:7][C:6]([C@H:9]([C:28]2[CH:29]=[CH:30][C:31]([Cl:34])=[CH:32][CH:33]=2)[N:10]2[CH2:13][C:12](=[C:15]([C:20]3[CH:21]=[C:22]([F:27])[CH:23]=[C:24]([F:26])[CH:25]=3)[S:16]([CH3:19])(=[O:18])=[O:17])[CH2:11]2)=[CH:5][CH:4]=1. (2) The product is: [Cl:32][CH2:10][C:7]1[CH:8]=[CH:9][C:4]([CH2:1][CH2:2][CH3:3])=[CH:5][CH:6]=1. Given the reactants [CH2:1]([C:4]1[CH:9]=[CH:8][C:7]([CH2:10]O)=[CH:6][CH:5]=1)[CH2:2][CH3:3].C1(P(C2C=CC=CC=2)C2C=CC=CC=2)C=CC=CC=1.C(Cl)(Cl)(Cl)[Cl:32], predict the reaction product.